This data is from Catalyst prediction with 721,799 reactions and 888 catalyst types from USPTO. The task is: Predict which catalyst facilitates the given reaction. Reactant: [CH2:1]([O:4][C:5](=[O:13])[CH:6]([CH:10]([CH3:12])[CH3:11])[C:7](=O)C)[CH:2]=[CH2:3].[Li+].C[Si]([N-][Si](C)(C)C)(C)C.C=O. Product: [CH2:1]([O:4][C:5](=[O:13])[C:6]([CH:10]([CH3:11])[CH3:12])=[CH2:7])[CH:2]=[CH2:3]. The catalyst class is: 1.